This data is from Forward reaction prediction with 1.9M reactions from USPTO patents (1976-2016). The task is: Predict the product of the given reaction. (1) Given the reactants [Li+].[OH-].[Cl:3][C:4]1[CH:9]=[CH:8][CH:7]=[CH:6][C:5]=1[N:10]1[C:14]([C:15]2[CH:20]=[CH:19][C:18]([O:21][S:22]([CH2:25][CH2:26][C:27]([F:30])([F:29])[F:28])(=[O:24])=[O:23])=[CH:17][CH:16]=2)=[C:13]([CH2:31][OH:32])[C:12]([C:33]([O:35]CC)=[O:34])=[N:11]1.Cl, predict the reaction product. The product is: [Cl:3][C:4]1[CH:9]=[CH:8][CH:7]=[CH:6][C:5]=1[N:10]1[C:14]([C:15]2[CH:16]=[CH:17][C:18]([O:21][S:22]([CH2:25][CH2:26][C:27]([F:30])([F:28])[F:29])(=[O:23])=[O:24])=[CH:19][CH:20]=2)=[C:13]([CH2:31][OH:32])[C:12]([C:33]([OH:35])=[O:34])=[N:11]1. (2) Given the reactants [CH2:1]([C:3]1[CH:8]=[CH:7][C:6]([C:9]2[C:17]3[C:12](=[N:13][CH:14]=[CH:15][C:16]=3[NH:18][CH2:19][C:20]([CH3:33])([CH3:32])[CH2:21][O:22][CH2:23][CH2:24][C:25]([O:27]C(C)(C)C)=[O:26])[O:11][C:10]=2[C:34]2[CH:39]=[CH:38][CH:37]=[CH:36][CH:35]=2)=[CH:5][CH:4]=1)[CH3:2].FC(F)(F)C(O)=O, predict the reaction product. The product is: [CH2:1]([C:3]1[CH:4]=[CH:5][C:6]([C:9]2[C:17]3[C:12](=[N:13][CH:14]=[CH:15][C:16]=3[NH:18][CH2:19][C:20]([CH3:33])([CH3:32])[CH2:21][O:22][CH2:23][CH2:24][C:25]([OH:27])=[O:26])[O:11][C:10]=2[C:34]2[CH:35]=[CH:36][CH:37]=[CH:38][CH:39]=2)=[CH:7][CH:8]=1)[CH3:2]. (3) Given the reactants [Cl:1][C:2]1[N:10]=[C:9]2[C:5]([N:6]=[CH:7][N:8]2[C@@H:11]2[O:25][C@H:24]([CH2:26][O:27]C(=O)C3C=CC(Cl)=CC=3)[C@@H:13]([O:14]C(=O)C3C=CC(Cl)=CC=3)[CH2:12]2)=[C:4]([NH:37][Si](C)(C)C)[N:3]=1.CO[Na].CO, predict the reaction product. The product is: [Cl:1][C:2]1[N:3]=[C:4]([NH2:37])[C:5]2[N:6]=[CH:7][N:8]([C:9]=2[N:10]=1)[C@@H:11]1[O:25][C@H:24]([CH2:26][OH:27])[C@@H:13]([OH:14])[CH2:12]1. (4) The product is: [CH2:20]([O:24][C:25]1[CH:26]=[CH:27][C:28]([SH:31])=[CH:29][CH:30]=1)[C:21]#[C:22][CH3:23]. Given the reactants C1(P(C2C=CC=CC=2)C2C=CC=CC=2)C=CC=CC=1.[CH2:20]([O:24][C:25]1[CH:30]=[CH:29][C:28]([S:31](Cl)(=O)=O)=[CH:27][CH:26]=1)[C:21]#[C:22][CH3:23].Cl, predict the reaction product. (5) Given the reactants [Br:1][C:2]1[CH:3]=[CH:4][C:5]([O:10][CH3:11])=[C:6]([CH2:8][OH:9])[CH:7]=1.[CH3:12][O:13][CH2:14][CH2:15]Br.[H-].[Na+].Cl, predict the reaction product. The product is: [Br:1][C:2]1[CH:3]=[CH:4][C:5]([O:10][CH3:11])=[C:6]([CH2:8][O:9][CH2:15][CH2:14][O:13][CH3:12])[CH:7]=1. (6) The product is: [CH3:22][CH:21]([CH3:23])[CH:20]([NH:19][C:18]([CH:9]1[CH2:10][CH:11]([CH2:14][CH2:15][CH2:16][S:38][CH2:36][CH3:37])[CH2:12][CH2:13][NH:8]1)=[O:35])[CH:24]1[CH:29]([OH:30])[CH:28]([OH:31])[CH:27]([OH:32])[CH:26]([S:33][CH3:34])[O:25]1. Given the reactants C(OC([N:8]1[CH2:13][CH2:12][CH:11]([CH2:14][CH2:15][CH2:16]O)[CH2:10][CH:9]1[C:18](=[O:35])[NH:19][CH:20]([CH:24]1[CH:29]([OH:30])[CH:28]([OH:31])[CH:27]([OH:32])[CH:26]([S:33][CH3:34])[O:25]1)[CH:21]([CH3:23])[CH3:22])=O)(C)(C)C.[CH2:36]([S-:38])[CH3:37].[Na+], predict the reaction product. (7) Given the reactants Br[C:2]1[CH:7]=[C:6](Br)[CH:5]=[CH:4][C:3]=1[C:9]([N:11]1[CH2:16][CH2:15][N:14]([C:17]2[C:22]([CH3:23])=[CH:21][C:20]([CH3:24])=[CH:19][N:18]=2)[CH2:13][CH2:12]1)=[O:10].[CH3:25][N:26]1[CH2:30][CH2:29][NH:28][C:27]1=[O:31], predict the reaction product. The product is: [CH3:25][N:26]1[CH2:30][CH2:29][N:28]([C:2]2[CH:7]=[C:6]([N:28]3[CH2:29][CH2:30][N:26]([CH3:25])[C:27]3=[O:31])[CH:5]=[CH:4][C:3]=2[C:9]([N:11]2[CH2:16][CH2:15][N:14]([C:17]3[C:22]([CH3:23])=[CH:21][C:20]([CH3:24])=[CH:19][N:18]=3)[CH2:13][CH2:12]2)=[O:10])[C:27]1=[O:31]. (8) Given the reactants [O:1](C(OC(C)(C)C)=O)C(OC(C)(C)C)=O.IC1C=CC(C2N=[C:25]([C@H:28]([NH:30][C:31](=[O:40])[O:32][CH2:33][C:34]3[CH:39]=[CH:38][CH:37]=[CH:36][CH:35]=3)[CH3:29])NC=2)=CC=1.CN(C)C.O1CCOCC1.[OH2:51], predict the reaction product. The product is: [NH:30]([C:31]([O:32][CH2:33][C:34]1[CH:39]=[CH:38][CH:37]=[CH:36][CH:35]=1)=[O:40])[C@@H:28]([C:25]([OH:1])=[O:51])[CH3:29]. (9) Given the reactants Cl[C:2]1[C:7]([C:8]([OH:10])=[O:9])=[C:6]([F:11])[C:5]([NH:12][S:13]([CH2:16][CH2:17][CH3:18])(=[O:15])=[O:14])=[CH:4][CH:3]=1, predict the reaction product. The product is: [F:11][C:6]1[C:5]([NH:12][S:13]([CH2:16][CH2:17][CH3:18])(=[O:15])=[O:14])=[CH:4][CH:3]=[CH:2][C:7]=1[C:8]([OH:10])=[O:9].